Dataset: Reaction yield outcomes from USPTO patents with 853,638 reactions. Task: Predict the reaction yield, written as a fraction of the theoretical maximum amount of product (1.0 means a 100% yield; for example, 0.34 means a 34% yield). (1) The reactants are [CH2:1]([O:8][C:9]([CH:11]1[CH2:13][CH:12]1[C:14]1[CH:19]=[CH:18][C:17]([O:20]CC2C=CC=CC=2)=[CH:16][CH:15]=1)=[O:10])C1C=CC=CC=1.FC(F)(F)C(O)=O.[N+](=C)=[N-].C(OCC)C. The catalyst is ClCCl. The product is [CH3:1][O:8][C:9]([CH:11]1[CH2:13][CH:12]1[C:14]1[CH:15]=[CH:16][C:17]([OH:20])=[CH:18][CH:19]=1)=[O:10]. The yield is 0.430. (2) The reactants are [C:1]1([C:7]2[CH:34]=[CH:33][C:10]3[N:11]=[C:12]([CH2:14][C:15]4[O:19][C:18]([CH2:20][NH:21][S:22]([NH:25]C(=O)OC(C)(C)C)(=[O:24])=[O:23])=[N:17][N:16]=4)[S:13][C:9]=3[CH:8]=2)[CH:6]=[CH:5][CH:4]=[CH:3][CH:2]=1.C(O)(C(F)(F)F)=O. The catalyst is C(Cl)Cl. The product is [C:1]1([C:7]2[CH:34]=[CH:33][C:10]3[N:11]=[C:12]([CH2:14][C:15]4[O:19][C:18]([CH2:20][NH:21][S:22](=[O:23])(=[O:24])[NH2:25])=[N:17][N:16]=4)[S:13][C:9]=3[CH:8]=2)[CH:2]=[CH:3][CH:4]=[CH:5][CH:6]=1. The yield is 0.740. (3) The product is [C:28]1([CH2:27][CH:26]=[CH:25][NH:1][C:2]2[CH:7]=[CH:6][C:5]([N:8]3[C:14](=[O:15])[CH2:13][C:12](=[O:16])[NH:11][C:10]4[C:17]5[C:22]([CH:23]=[CH:24][C:9]3=4)=[CH:21][CH:20]=[CH:19][CH:18]=5)=[CH:4][CH:3]=2)[CH:33]=[CH:32][CH:31]=[CH:30][CH:29]=1. No catalyst specified. The reactants are [NH2:1][C:2]1[CH:7]=[CH:6][C:5]([N:8]2[C:14](=[O:15])[CH2:13][C:12](=[O:16])[NH:11][C:10]3[C:17]4[C:22]([CH:23]=[CH:24][C:9]2=3)=[CH:21][CH:20]=[CH:19][CH:18]=4)=[CH:4][CH:3]=1.[C:25](Cl)(=O)[CH:26]=[CH:27][C:28]1[CH:33]=[CH:32][CH:31]=[CH:30][CH:29]=1.C(NC1C=CC(N2C(=O)CC(=O)NC3C4C(C=CC2=3)=CC=CC=4)=CC=1)(=O)C1C=CC=CC=1. The yield is 0.310. (4) The reactants are [CH3:1][C:2]1[C:7]([CH:8]=[O:9])=[CH:6][CH:5]=[CH:4][N:3]=1.N1C2C=CC=CC=2N=C1CN(C1C2N=CC=CC=2CCC1)CC1C=CC(CN)=CC=1.CC(O)=O.[BH-](OC(C)=O)(OC(C)=O)OC(C)=O.[Na+]. The catalyst is C1COCC1. The product is [CH3:1][C:2]1[C:7]([CH2:8][OH:9])=[CH:6][CH:5]=[CH:4][N:3]=1. The yield is 0.370. (5) The reactants are Br[C:2]1[CH:7]=[C:6]([CH2:8][CH3:9])[CH:5]=[C:4]([Br:10])[N:3]=1.[F:11][C:12]([F:19])([F:18])[C:13]1[CH:17]=[CH:16][NH:15][N:14]=1.C(=O)([O-])[O-].[K+].[K+]. The catalyst is CN(C)C=O.O.[Cu]Br. The product is [Br:10][C:4]1[CH:5]=[C:6]([CH2:8][CH3:9])[CH:7]=[C:2]([N:15]2[CH:16]=[CH:17][C:13]([C:12]([F:19])([F:18])[F:11])=[N:14]2)[N:3]=1. The yield is 0.320. (6) The reactants are [OH-].[Na+].[CH3:3][N:4]1[C:8]([CH3:9])=[C:7]([C:10]([O:12]CC)=[O:11])[C:6]([C:15]2[CH:20]=[CH:19][CH:18]=[CH:17][CH:16]=2)=[C:5]1[C:21]([O:23]CC)=[O:22]. The catalyst is O.C(O)C. The product is [CH3:3][N:4]1[C:8]([CH3:9])=[C:7]([C:10]([OH:12])=[O:11])[C:6]([C:15]2[CH:16]=[CH:17][CH:18]=[CH:19][CH:20]=2)=[C:5]1[C:21]([OH:23])=[O:22]. The yield is 0.910. (7) The reactants are [N:1]1[CH:6]=[CH:5][C:4](B(O)O)=[CH:3][CH:2]=1.[C:10]([CH:17]1[CH2:22][CH2:21][N:20](N)[CH2:19][CH2:18]1)([O:12][C:13]([CH3:16])([CH3:15])[CH3:14])=[O:11].[N:24]1C=CC=CC=1. The catalyst is CN(C1C=CN=CC=1)C.C(Cl)Cl.CC([O-])=O.CC([O-])=O.[Cu+2]. The product is [C:10]([CH:17]1[CH2:22][CH2:21][N:20]([C:4]2[CH:5]=[CH:6][N:1]=[CH:2][CH:3]=2)[CH:19]([NH2:24])[CH2:18]1)([O:12][C:13]([CH3:16])([CH3:15])[CH3:14])=[O:11]. The yield is 0.900. (8) The reactants are Cl[C:2]1[C:11]2[C:6](=[CH:7][CH:8]=[CH:9][CH:10]=2)[N:5]=[C:4]([Cl:12])[N:3]=1.[OH-].[K+].[OH-].C([N+](CCCC)(CCCC)CCCC)CCC.C(O)(=[O:35])C. The catalyst is C1COCC1. The product is [Cl:12][C:4]1[NH:3][C:2](=[O:35])[C:11]2[C:6](=[CH:7][CH:8]=[CH:9][CH:10]=2)[N:5]=1. The yield is 0.860. (9) The reactants are Br[CH:2]1[CH2:20][CH2:19][C:5]2=[CH:6][C:7]3[C:8]4[CH:17]=[CH:16][C:15]([Cl:18])=[CH:14][C:9]=4[CH2:10][O:11][C:12]=3[CH:13]=[C:4]2[C:3]1=[O:21].[C:22]([O:26][C:27]([N:29]1[CH2:33][C@@H:32]([CH3:34])[CH2:31][C@H:30]1[C:35]([OH:37])=[O:36])=[O:28])([CH3:25])([CH3:24])[CH3:23].CCN(C(C)C)C(C)C. The catalyst is CC#N.CCOC(C)=O. The product is [CH3:34][C@@H:32]1[CH2:33][N:29]([C:27]([O:26][C:22]([CH3:23])([CH3:25])[CH3:24])=[O:28])[C@H:30]([C:35]([O:37][CH:2]2[CH2:20][CH2:19][C:5]3=[CH:6][C:7]4[C:8]5[CH:17]=[CH:16][C:15]([Cl:18])=[CH:14][C:9]=5[CH2:10][O:11][C:12]=4[CH:13]=[C:4]3[C:3]2=[O:21])=[O:36])[CH2:31]1. The yield is 0.700. (10) The reactants are C([O:3][C:4]([C:6]1[C:15](=[O:16])[C:14]2[C:9](=[CH:10][CH:11]=[CH:12][C:13]=2[O:17][CH3:18])[NH:8][CH:7]=1)=[O:5])C. The catalyst is [OH-].[Na+]. The product is [CH3:18][O:17][C:13]1[CH:12]=[CH:11][CH:10]=[C:9]2[C:14]=1[C:15](=[O:16])[C:6]([C:4]([OH:5])=[O:3])=[CH:7][NH:8]2. The yield is 0.520.